Predict the product of the given reaction. From a dataset of Forward reaction prediction with 1.9M reactions from USPTO patents (1976-2016). (1) Given the reactants [CH3:1][N:2]1[C:6]([C:7]2[CH:8]=[C:9]([CH:11]=[C:12]([O:14][CH3:15])[CH:13]=2)[NH2:10])=[CH:5][N:4]=[C:3]1[CH3:16].[Cl:17][C:18]1[CH:23]=[CH:22][CH:21]=[CH:20][C:19]=1/[CH:24]=[CH:25]/[C:26](O)=[O:27].ON1C2C=CC=CC=2N=N1.Cl.C(N=C=NCCCN(C)C)C, predict the reaction product. The product is: [Cl:17][C:18]1[CH:23]=[CH:22][CH:21]=[CH:20][C:19]=1/[CH:24]=[CH:25]/[C:26]([NH:10][C:9]1[CH:11]=[C:12]([O:14][CH3:15])[CH:13]=[C:7]([C:6]2[N:2]([CH3:1])[C:3]([CH3:16])=[N:4][CH:5]=2)[CH:8]=1)=[O:27]. (2) Given the reactants [C:1]([O:5][C:6](=[O:14])[C:7]1[CH:12]=[CH:11][C:10]([NH2:13])=[CH:9][CH:8]=1)([CH3:4])([CH3:3])[CH3:2].[CH:15]([Si:18]([CH:29]([CH3:31])[CH3:30])([CH:26]([CH3:28])[CH3:27])[C:19]1[O:20][C:21]([CH:24]=O)=[CH:22][N:23]=1)([CH3:17])[CH3:16].[BH-](OC(C)=O)(OC(C)=O)OC(C)=O.[Na+], predict the reaction product. The product is: [C:1]([O:5][C:6](=[O:14])[C:7]1[CH:8]=[CH:9][C:10]([NH:13][CH2:24][C:21]2[O:20][C:19]([Si:18]([CH:15]([CH3:17])[CH3:16])([CH:29]([CH3:31])[CH3:30])[CH:26]([CH3:28])[CH3:27])=[N:23][CH:22]=2)=[CH:11][CH:12]=1)([CH3:4])([CH3:2])[CH3:3].